Binary Classification. Given a miRNA mature sequence and a target amino acid sequence, predict their likelihood of interaction. From a dataset of Experimentally validated miRNA-target interactions with 360,000+ pairs, plus equal number of negative samples. (1) The protein sequence of the target gene is MAEERPGAWFGFGFCGFGQELGSGRGRQVHSPSPLRAGVDICRVSASWSYTAFVTRGGRLELSGSASGAAGRCKDAWASEGLLAVLRAGPGPEALLQVWAAESALRGEPLWAQNVVPEAEGEDDPAGEAQAGRLPLLPCARAYVSPRAPFYRPLAPELRARQLELGAEHALLLDAAGQVFSWGGGRHGQLGHGTLEAELEPRLLEALQGLVMAEVAAGGWHSVCVSETGDIYIWGWNESGQLALPTRNLAEDGETVAREATELNEDGSQVKRTGGAEDGAPAPFIAVQPFPALLDLPMGS.... The miRNA is hsa-miR-2117 with sequence UGUUCUCUUUGCCAAGGACAG. Result: 0 (no interaction). (2) The miRNA is mmu-miR-5116 with sequence UUUGAUAGGAACCCCGCCUGA. The protein sequence of the target gene is MAPKRKASVQTEGSKKRRQGTEEEDSFRSTAEALRAAPADNRVIRVDPSCPFSRNPGIQVHEDYDCTLNQTNIGNNNNKFYIIQLLEEGSRFFCWNRWGRVGEVGQSKMNHFTCLEDAKKDFKKKFWEKTKNKWEERDRFVAQPNKYTLIEVQGEAESQEAVVKALSPQVYSGPVRTVVKPCSLDPATQNLITNIFSKEMFKNAMTLMNLDVKKMPLGKLTKQQIARGFEALEALEEAMKNPTGDGQSLEELSSCFYTVIPHNFGRSRPPPINSPDVLQAKKDMLLVLADIELAQTLQAA.... Result: 0 (no interaction). (3) The miRNA is hsa-miR-101-3p with sequence UACAGUACUGUGAUAACUGAA. The protein sequence of the target gene is MAKESGISLKEIQVLARQWKVGPEKRVPAMPGSPVEVKIQSRSSPPTMPPLPPINPGGPRPVSFTPTALSNGINHSPPTLNGAPSPPQRFSNGPASSTSSALTNQQLPATCGARQLSKLKRFLTTLQQFGNDISPEIGEKVRTLVLALVNSTVTIEEFHCKLQEATNFPLRPFVIPFLKANLPLLQRELLHCARAAKQTPSQYLAQHEHLLLNTSIASPADSSELLMEVHGNGKRPSPERREENSFDRDTIAPEPPAKRVCTISPAPRHSPALTVPLMNPGGQFHPTPPPLQHYTLEDIA.... Result: 1 (interaction). (4) The miRNA is hsa-miR-4282 with sequence UAAAAUUUGCAUCCAGGA. The protein sequence of the target gene is MSVVGIDLGFQSCYVAVARAGGIETIANEYSDRCTPACISFGPKNRSIGAAAKSQVISNAKNTVQGFKRFHGRAFSDPFVEAEKSNLAYDIVQLPTGLTGIKVTYMEEERNFTTEQVTAMLLSKLKETAESVLKKPVVDCVVSVPCFYTDAERRSVMDATQIAGLNCLRLMNETTAVALAYGIYKQDLPALEEKPRNVVFVDMGHSAYQVSVCAFNRGKLKVLATAFDTTLGGRKFDEVLVNHFCEEFGKKYKLDIKSKIRALLRLSQECEKLKKLMSANASDLPLSIECFMNDVDVSGT.... Result: 1 (interaction). (5) The miRNA is cel-miR-253-5p with sequence CUUUUCACACACCUCACUAACA. The protein sequence of the target gene is MEQVEILRKFIQRVQAMKSPDHNGEDNFARDFMRLRRLSTKYRTEKIYPTATGEKEENVKKNRYKDILPFDHSRVKLTLKTPSQDSDYINANFIKGVYGPKAYVATQGPLANTVIDFWRMIWEYNVVIIVMACREFEMGRKKCERYWPLYGEDPITFAPFKISCEDEQARTDYFIRTLLLEFQNESRRLYQFHYVNWPDHDVPSSFDSILDMISLMRKYQEHEDVPICIHCSAGCGRTGAICAIDYTWNLLKAGKIPEEFNVFNLIQEMRTQRHSAVQTKEQYELVHRAIAQLFEKQLQL.... Result: 0 (no interaction).